Dataset: Reaction yield outcomes from USPTO patents with 853,638 reactions. Task: Predict the reaction yield, written as a fraction of the theoretical maximum amount of product (1.0 means a 100% yield; for example, 0.34 means a 34% yield). (1) The reactants are C([O:5][C:6](=[N:34][NH:35][C:36]([NH2:38])=[O:37])[CH2:7][C@H:8]([NH:11][C:12](=[O:33])[C@H:13]([CH2:29][CH:30]([CH3:32])[CH3:31])[NH:14][C:15](=[O:28])[CH2:16][O:17][C:18]1[C:27]2[C:22](=[CH:23][CH:24]=[CH:25][CH:26]=2)[CH:21]=[CH:20][CH:19]=1)[CH:9]=[O:10])(C)(C)C.C1(OC)C=CC=CC=1.FC(F)(F)C(O)=O. The product is [C:18]1([O:17][CH2:16][C:15]([NH:14][C@H:13]([C:12]([NH:11][C@H:8]([CH:9]=[O:10])[CH2:7][C:6](=[N:34][NH:35][C:36]([NH2:38])=[O:37])[OH:5])=[O:33])[CH2:29][CH:30]([CH3:32])[CH3:31])=[O:28])[C:27]2[C:22](=[CH:23][CH:24]=[CH:25][CH:26]=2)[CH:21]=[CH:20][CH:19]=1. The catalyst is C(Cl)Cl. The yield is 1.00. (2) The reactants are [F:1][CH:2]([F:18])[C:3](=O)[CH2:4][C:5]([C:7]1[CH:12]=[CH:11][C:10]([C:13]([F:16])([F:15])[F:14])=[CH:9][CH:8]=1)=O.[NH2:19][C:20]1[C:24]([Br:25])=[CH:23][NH:22][N:21]=1. No catalyst specified. The product is [Br:25][C:24]1[CH:23]=[N:22][N:21]2[C:3]([CH:2]([F:18])[F:1])=[CH:4][C:5]([C:7]3[CH:12]=[CH:11][C:10]([C:13]([F:16])([F:15])[F:14])=[CH:9][CH:8]=3)=[N:19][C:20]=12. The yield is 0.920. (3) The reactants are Br[C:2]1[S:6][C:5]([CH2:7][O:8][C:9]2[C:10]([F:19])=[C:11]([C:15]([F:18])=[CH:16][CH:17]=2)[C:12]([NH2:14])=[O:13])=[N:4][C:3]=1[C:20]1[CH:25]=[CH:24][C:23]([O:26][CH3:27])=[CH:22][CH:21]=1.C([Sn](CCCC)(CCCC)[C:33]1[S:34][CH:35]=[CH:36][N:37]=1)CCC.O. The catalyst is CN(C=O)C.[Pd].C1(P(C2C=CC=CC=2)(C2C=CC=CC=2)C2C=CC=CC=2)C=CC=CC=1. The product is [F:19][C:10]1[C:9]([O:8][CH2:7][C:5]2[S:6][C:2]([C:33]3[S:34][CH:35]=[CH:36][N:37]=3)=[C:3]([C:20]3[CH:25]=[CH:24][C:23]([O:26][CH3:27])=[CH:22][CH:21]=3)[N:4]=2)=[CH:17][CH:16]=[C:15]([F:18])[C:11]=1[C:12]([NH2:14])=[O:13]. The yield is 0.0300. (4) The reactants are [Br:1][C:2]1[CH:7]=[C:6]([N+:8]([O-])=O)[CH:5]=[CH:4][C:3]=1[F:11].C(O)C.O.O.[Sn](Cl)Cl. The catalyst is O1CCCC1. The product is [Br:1][C:2]1[CH:7]=[C:6]([NH2:8])[CH:5]=[CH:4][C:3]=1[F:11]. The yield is 0.920.